The task is: Regression. Given two drug SMILES strings and cell line genomic features, predict the synergy score measuring deviation from expected non-interaction effect.. This data is from NCI-60 drug combinations with 297,098 pairs across 59 cell lines. (1) Drug 1: CC1C(C(=O)NC(C(=O)N2CCCC2C(=O)N(CC(=O)N(C(C(=O)O1)C(C)C)C)C)C(C)C)NC(=O)C3=C4C(=C(C=C3)C)OC5=C(C(=O)C(=C(C5=N4)C(=O)NC6C(OC(=O)C(N(C(=O)CN(C(=O)C7CCCN7C(=O)C(NC6=O)C(C)C)C)C)C(C)C)C)N)C. Drug 2: CCCCC(=O)OCC(=O)C1(CC(C2=C(C1)C(=C3C(=C2O)C(=O)C4=C(C3=O)C=CC=C4OC)O)OC5CC(C(C(O5)C)O)NC(=O)C(F)(F)F)O. Cell line: HOP-92. Synergy scores: CSS=73.4, Synergy_ZIP=7.56, Synergy_Bliss=9.27, Synergy_Loewe=9.61, Synergy_HSA=9.79. (2) Drug 1: CC1=CC2C(CCC3(C2CCC3(C(=O)C)OC(=O)C)C)C4(C1=CC(=O)CC4)C. Drug 2: CCC(=C(C1=CC=CC=C1)C2=CC=C(C=C2)OCCN(C)C)C3=CC=CC=C3.C(C(=O)O)C(CC(=O)O)(C(=O)O)O. Cell line: SNB-19. Synergy scores: CSS=-11.1, Synergy_ZIP=4.79, Synergy_Bliss=-2.41, Synergy_Loewe=-9.72, Synergy_HSA=-10.7. (3) Drug 1: CC(CN1CC(=O)NC(=O)C1)N2CC(=O)NC(=O)C2. Drug 2: CC(C)(C#N)C1=CC(=CC(=C1)CN2C=NC=N2)C(C)(C)C#N. Cell line: OVCAR-4. Synergy scores: CSS=8.75, Synergy_ZIP=-2.51, Synergy_Bliss=-4.68, Synergy_Loewe=-2.32, Synergy_HSA=-3.53. (4) Drug 1: C1CC(=O)NC(=O)C1N2CC3=C(C2=O)C=CC=C3N. Drug 2: CN1C(=O)N2C=NC(=C2N=N1)C(=O)N. Cell line: SK-MEL-5. Synergy scores: CSS=-0.833, Synergy_ZIP=4.38, Synergy_Bliss=7.92, Synergy_Loewe=0.981, Synergy_HSA=0.380. (5) Drug 1: CC=C1C(=O)NC(C(=O)OC2CC(=O)NC(C(=O)NC(CSSCCC=C2)C(=O)N1)C(C)C)C(C)C. Drug 2: C1CN1C2=NC(=NC(=N2)N3CC3)N4CC4. Cell line: T-47D. Synergy scores: CSS=28.9, Synergy_ZIP=4.61, Synergy_Bliss=12.0, Synergy_Loewe=8.11, Synergy_HSA=8.73.